Dataset: Full USPTO retrosynthesis dataset with 1.9M reactions from patents (1976-2016). Task: Predict the reactants needed to synthesize the given product. (1) Given the product [CH3:18][O:19][C:20]1[CH:25]=[CH:24][C:23]([CH2:26][C:27]([CH3:2])([CH3:35])[C:28]([O:30][C:31]([CH3:34])([CH3:33])[CH3:32])=[O:29])=[CH:22][CH:21]=1, predict the reactants needed to synthesize it. The reactants are: [Li+].[CH3:2]C([N-]C(C)C)C.CN1C(=O)N(C)CCC1.[CH3:18][O:19][C:20]1[CH:25]=[CH:24][C:23]([CH2:26][CH:27]([CH3:35])[C:28]([O:30][C:31]([CH3:34])([CH3:33])[CH3:32])=[O:29])=[CH:22][CH:21]=1.CI. (2) Given the product [O-:14][P:10]([O:13][P:10]([O-:13])([O-:12])=[O:11])(=[O:12])[O-:11].[Mn+4:5].[C:15], predict the reactants needed to synthesize it. The reactants are: [N+]([O-])([O-])=O.[Mn+2:5].[N+]([O-])([O-])=O.[P:10](=[O:14])([OH:13])([OH:12])[OH:11].[CH2:15](O)C. (3) Given the product [C:1]([NH:4][C:5]1[NH:9][N:8]=[C:7]([Br:20])[C:6]=1[C:10]([O:12][CH2:13][CH3:14])=[O:11])(=[O:3])[CH3:2], predict the reactants needed to synthesize it. The reactants are: [C:1]([NH:4][C:5]1[NH:9][N:8]=[CH:7][C:6]=1[C:10]([O:12][CH2:13][CH3:14])=[O:11])(=[O:3])[CH3:2].C([O-])(=O)C.[Na+].[Br:20]Br. (4) Given the product [N:27]([CH2:2][CH2:3][O:4][C:5]1[CH:13]=[CH:12][CH:11]=[C:10]2[C:6]=1[C:7]([S:14]([C:17]1[C:26]3[C:21](=[CH:22][CH:23]=[CH:24][CH:25]=3)[CH:20]=[CH:19][CH:18]=1)(=[O:16])=[O:15])=[N:8][NH:9]2)=[N+:28]=[N-:29], predict the reactants needed to synthesize it. The reactants are: Cl[CH2:2][CH2:3][O:4][C:5]1[CH:13]=[CH:12][CH:11]=[C:10]2[C:6]=1[C:7]([S:14]([C:17]1[C:26]3[C:21](=[CH:22][CH:23]=[CH:24][CH:25]=3)[CH:20]=[CH:19][CH:18]=1)(=[O:16])=[O:15])=[N:8][NH:9]2.[N-:27]=[N+:28]=[N-:29].[Na+]. (5) Given the product [CH3:1][N:2]([CH2:13][C:14]1[NH:18][C:17]2[CH:19]=[CH:20][CH:21]=[C:22]([C:23]([NH2:28])=[O:24])[C:16]=2[N:15]=1)[CH:3]1[C:12]2[N:11]=[CH:10][CH:9]=[CH:8][C:7]=2[CH2:6][CH2:5][CH2:4]1, predict the reactants needed to synthesize it. The reactants are: [CH3:1][N:2]([CH2:13][C:14]1[NH:18][C:17]2[CH:19]=[CH:20][CH:21]=[C:22]([C:23](OC)=[O:24])[C:16]=2[N:15]=1)[CH:3]1[C:12]2[N:11]=[CH:10][CH:9]=[CH:8][C:7]=2[CH2:6][CH2:5][CH2:4]1.C[N:28](C)C=O. (6) Given the product [C:13]([O:16][C:17]([N:5]1[CH2:6][C@H:2]([OH:1])[CH2:3][C@H:4]1[C:7]([OH:9])=[O:8])=[O:18])([CH3:15])([CH3:14])[CH3:12], predict the reactants needed to synthesize it. The reactants are: [OH:1][C@H:2]1[CH2:6][NH:5][C@H:4]([C:7]([OH:9])=[O:8])[CH2:3]1.[OH-].[Na+].[CH3:12][C:13]([O:16][C:17](O[C:17]([O:16][C:13]([CH3:15])([CH3:14])[CH3:12])=[O:18])=[O:18])([CH3:15])[CH3:14]. (7) Given the product [C:1]([O:5][C:6]([NH:8][CH2:9][CH:10]([O:16][S:27]([CH3:26])(=[O:29])=[O:28])[C:11]([O:13][CH2:14][CH3:15])=[O:12])=[O:7])([CH3:4])([CH3:3])[CH3:2], predict the reactants needed to synthesize it. The reactants are: [C:1]([O:5][C:6]([NH:8][CH2:9][CH:10]([OH:16])[C:11]([O:13][CH2:14][CH3:15])=[O:12])=[O:7])([CH3:4])([CH3:3])[CH3:2].C(N(C(C)C)CC)(C)C.[CH3:26][S:27](O[S:27]([CH3:26])(=[O:29])=[O:28])(=[O:29])=[O:28]. (8) The reactants are: [N:1]1([C:8]([O:10][CH2:11][C:12]2[CH:17]=[CH:16][CH:15]=[CH:14][CH:13]=2)=[O:9])[CH2:3][C@H:2]1[C:4]([O:6][CH3:7])=[O:5].[CH2:18]([OH:20])[CH3:19]. Given the product [CH2:18]([O:20][CH2:3][C@@H:2]([C:4]([O:6][CH3:7])=[O:5])[NH:1][C:8]([O:10][CH2:11][C:12]1[CH:13]=[CH:14][CH:15]=[CH:16][CH:17]=1)=[O:9])[CH3:19], predict the reactants needed to synthesize it. (9) Given the product [C:20]([NH:1][CH2:2][C:3]1[CH:4]=[CH:5][C:6]([C:7]([OH:9])=[O:8])=[CH:10][CH:11]=1)([O:19][CH2:12][C:13]1[CH:18]=[CH:17][CH:16]=[CH:15][CH:14]=1)=[O:21], predict the reactants needed to synthesize it. The reactants are: [NH2:1][CH2:2][C:3]1[CH:11]=[CH:10][C:6]([C:7]([OH:9])=[O:8])=[CH:5][CH:4]=1.[CH2:12]([O:19][C:20](Cl)=[O:21])[C:13]1[CH:18]=[CH:17][CH:16]=[CH:15][CH:14]=1.Cl.